Dataset: Full USPTO retrosynthesis dataset with 1.9M reactions from patents (1976-2016). Task: Predict the reactants needed to synthesize the given product. (1) Given the product [NH2:4][C:5]1[C:14]2[C:9](=[C:10]([F:19])[C:11]([O:17][CH3:18])=[C:12]([O:15][CH3:16])[CH:13]=2)[N:8]=[C:7]([N:20]2[CH2:25][CH2:24][N:23]([C:26](=[O:51])[CH2:27][C@H:28]([C:44]3[CH:49]=[CH:48][C:47]([F:50])=[CH:46][CH:45]=3)[C:29]([OH:30])=[O:1])[CH2:22][CH2:21]2)[N:6]=1, predict the reactants needed to synthesize it. The reactants are: [OH:1][Li].O.[NH2:4][C:5]1[C:14]2[C:9](=[C:10]([F:19])[C:11]([O:17][CH3:18])=[C:12]([O:15][CH3:16])[CH:13]=2)[N:8]=[C:7]([N:20]2[CH2:25][CH2:24][N:23]([C:26](=[O:51])[CH2:27][C@H:28]([C:44]3[CH:49]=[CH:48][C:47]([F:50])=[CH:46][CH:45]=3)[C:29](N3[C@H](CC4C=CC=CC=4)COC3=O)=[O:30])[CH2:22][CH2:21]2)[N:6]=1.[NH4+].[Cl-]. (2) The reactants are: [C:1]1([C:7]2[O:11][CH:10]=[N:9][C:8]=2[C:12]([OH:14])=O)[CH:6]=[CH:5][CH:4]=[CH:3][CH:2]=1.[NH:15]1[CH2:19][CH2:18][CH2:17][CH:16]1[CH2:20][C:21]1[CH:22]=[N:23][CH:24]=[CH:25][CH:26]=1.F[B-](F)(F)F.N1(OC(N(C)C)=[N+](C)C)C2C=CC=CC=2N=N1.C(N(C(C)C)CC)(C)C. Given the product [C:1]1([C:7]2[O:11][CH:10]=[N:9][C:8]=2[C:12]([N:15]2[CH2:19][CH2:18][CH2:17][CH:16]2[CH2:20][C:21]2[CH:22]=[N:23][CH:24]=[CH:25][CH:26]=2)=[O:14])[CH:2]=[CH:3][CH:4]=[CH:5][CH:6]=1, predict the reactants needed to synthesize it. (3) Given the product [C:24]([NH:1][S:2]([C:5]1[CH:23]=[CH:22][C:8]([C:9]([NH:11][C:12]2[N:13]=[C:14]3[CH:19]=[CH:18][C:17]([Cl:20])=[CH:16][N:15]3[CH:21]=2)=[O:10])=[CH:7][CH:6]=1)(=[O:4])=[O:3])(=[O:26])[CH3:25], predict the reactants needed to synthesize it. The reactants are: [NH2:1][S:2]([C:5]1[CH:23]=[CH:22][C:8]([C:9]([NH:11][C:12]2[N:13]=[C:14]3[CH:19]=[CH:18][C:17]([Cl:20])=[CH:16][N:15]3[CH:21]=2)=[O:10])=[CH:7][CH:6]=1)(=[O:4])=[O:3].[C:24](OC(=O)C)(=[O:26])[CH3:25].